From a dataset of Reaction yield outcomes from USPTO patents with 853,638 reactions. Predict the reaction yield, written as a fraction of the theoretical maximum amount of product (1.0 means a 100% yield; for example, 0.34 means a 34% yield). (1) The reactants are [CH3:1][C:2]1O[C:4](=[O:12])[C:5]2[CH:11]=[CH:10][CH:9]=[CH:8][C:6]=2[N:7]=1.[NH2:13][C:14]1[CH:15]=[C:16](O)[CH:17]=[CH:18][CH:19]=1.[C:21]([OH:24])(=[O:23])C. The catalyst is O. The product is [CH3:1][C:2]1[N:13]([C:14]2[CH:19]=[CH:18][CH:17]=[C:16]([C:21]([OH:24])=[O:23])[CH:15]=2)[C:4](=[O:12])[C:5]2[C:6](=[CH:8][CH:9]=[CH:10][CH:11]=2)[N:7]=1. The yield is 0.920. (2) The yield is 0.799. The catalyst is CN(C=O)C. The product is [NH2:1][C:2]1[NH:7][C:6](=[O:8])[C:5]2=[C:9]([I:22])[N:10]=[C:11]([C@H:12]3[CH2:13][CH2:14][C@H:15]([C:18]([O:20][CH3:21])=[O:19])[CH2:16][CH2:17]3)[N:4]2[N:3]=1. The reactants are [NH2:1][C:2]1[NH:7][C:6](=[O:8])[C:5]2=[CH:9][N:10]=[C:11]([C@H:12]3[CH2:17][CH2:16][C@H:15]([C:18]([O:20][CH3:21])=[O:19])[CH2:14][CH2:13]3)[N:4]2[N:3]=1.[I:22]N1C(=O)CCC1=O. (3) The reactants are [C:1]([NH:4][C:5]1[CH:10]=[CH:9][C:8]([SH:11])=[CH:7][CH:6]=1)(=[O:3])[CH3:2].[Li]CCCC.Br[CH2:18][CH2:19][C:20]1[O:21][C:22]([CH3:25])=[CH:23][CH:24]=1. The catalyst is C1COCC1. The product is [CH3:25][C:22]1[O:21][C:20]([CH2:19][CH2:18][S:11][C:8]2[CH:9]=[CH:10][C:5]([NH:4][C:1](=[O:3])[CH3:2])=[CH:6][CH:7]=2)=[CH:24][CH:23]=1. The yield is 0.880. (4) The reactants are [Si:1]([O:8][CH2:9][CH2:10][C@@H:11]([NH:15][C:16]1[CH:21]=[CH:20][C:19]([C:22]#[N:23])=[C:18]([Cl:24])[C:17]=1[CH3:25])[C:12]([OH:14])=O)([C:4]([CH3:7])([CH3:6])[CH3:5])([CH3:3])[CH3:2].[C:26]([C:28]1[CH:37]=[CH:36][C:31]([C:32]([NH:34][NH2:35])=[O:33])=[CH:30][CH:29]=1)#[N:27].OC1C2N=NNC=2C=CC=1.Cl.CN(C)CCCN=C=NCC. The catalyst is C1COCC1. The product is [Si:1]([O:8][CH2:9][CH2:10][C@@H:11]([NH:15][C:16]1[CH:21]=[CH:20][C:19]([C:22]#[N:23])=[C:18]([Cl:24])[C:17]=1[CH3:25])[C:12]([NH:35][NH:34][C:32](=[O:33])[C:31]1[CH:30]=[CH:29][C:28]([C:26]#[N:27])=[CH:37][CH:36]=1)=[O:14])([C:4]([CH3:7])([CH3:5])[CH3:6])([CH3:2])[CH3:3]. The yield is 0.530. (5) The reactants are [NH2:1][C:2]1[CH:7]=[CH:6][C:5]([N:8]2[C:12]3=[N:13][CH:14]=[N:15][C:16]([NH2:17])=[C:11]3[CH:10]=[N:9]2)=[CH:4][CH:3]=1.[CH3:18][O:19][C:20]1[CH:25]=[CH:24][C:23]([S:26](Cl)(=[O:28])=[O:27])=[CH:22][CH:21]=1.C(N(C(C)C)CC)(C)C.CN(C=O)C. The catalyst is CO. The product is [NH2:17][C:16]1[N:15]=[CH:14][N:13]=[C:12]2[N:8]([C:5]3[CH:6]=[CH:7][C:2]([NH:1][S:26]([C:23]4[CH:22]=[CH:21][C:20]([O:19][CH3:18])=[CH:25][CH:24]=4)(=[O:28])=[O:27])=[CH:3][CH:4]=3)[N:9]=[CH:10][C:11]=12. The yield is 0.700.